From a dataset of Full USPTO retrosynthesis dataset with 1.9M reactions from patents (1976-2016). Predict the reactants needed to synthesize the given product. (1) Given the product [F:22][C:23]([F:28])([F:27])[C:24]([OH:26])=[O:25].[Cl:17][C:12]1[CH:13]=[CH:14][CH:15]=[CH:16][C:11]=1[N:10]1[C:9]2[C:8](=[O:18])[N:7]([CH3:19])[C:6](=[O:20])[N:5]([CH3:21])[C:4]=2[N:3]=[C:2]1[N:10]1[CH2:9][CH:4]2[CH2:23][CH:24]1[CH2:2][NH:3]2, predict the reactants needed to synthesize it. The reactants are: Cl[C:2]1[N:10]([C:11]2[CH:16]=[CH:15][CH:14]=[CH:13][C:12]=2[Cl:17])[C:9]2[C:8](=[O:18])[N:7]([CH3:19])[C:6](=[O:20])[N:5]([CH3:21])[C:4]=2[N:3]=1.[F:22][C:23]([F:28])([F:27])[C:24]([OH:26])=[O:25]. (2) Given the product [CH3:8][CH2:9][C:10]([CH2:12][CH2:13]/[CH:14]=[C:15](/[CH2:17][CH2:18][CH:19]=[C:20]([CH3:21])[CH3:22])\[CH3:16])=[CH2:11], predict the reactants needed to synthesize it. The reactants are: BrBr.[Br-].Br([O-])(=O)=O.[CH3:8][CH2:9][CH:10]([CH2:12][CH2:13][CH2:14][CH:15]([CH2:17][CH2:18][CH2:19][CH:20]([CH3:22])[CH3:21])[CH3:16])[CH3:11]. (3) Given the product [C:23]([CH:27]1[CH2:32][CH2:31][C:30]([F:7])([F:6])[CH2:29][CH2:28]1)([CH3:26])([CH3:25])[CH3:24], predict the reactants needed to synthesize it. The reactants are: F[B-](F)(F)F.[FH:6].[FH:7].F.C(N(CC)CC)C.C(N(CC)CC)C.[C:23]([CH:27]1[CH2:32][CH2:31][C:30](=O)[CH2:29][CH2:28]1)([CH3:26])([CH3:25])[CH3:24].C(=O)(O)[O-].[Na+]. (4) Given the product [F:3][C:4]([F:11])([F:10])[C:5]1[N:6]=[CH:7][N:8]([CH2:17][O:16][CH2:15][CH2:14][Si:13]([CH3:20])([CH3:19])[CH3:12])[CH:9]=1, predict the reactants needed to synthesize it. The reactants are: [H-].[Na+].[F:3][C:4]([F:11])([F:10])[C:5]1[N:6]=[CH:7][NH:8][CH:9]=1.[CH3:12][Si:13]([CH3:20])([CH3:19])[CH2:14][CH2:15][O:16][CH2:17]Cl.O. (5) Given the product [Cl:1][C:2]1[CH:24]=[CH:23][CH:22]=[C:21]([Cl:25])[C:3]=1[C:4]([NH:6][CH2:7][C:8]1[CH:13]=[CH:12][C:11]([C:14]2[CH:19]=[CH:18][N:17]([CH2:27][Cl:26])[C:16](=[O:20])[CH:15]=2)=[CH:10][CH:9]=1)=[O:5], predict the reactants needed to synthesize it. The reactants are: [Cl:1][C:2]1[CH:24]=[CH:23][CH:22]=[C:21]([Cl:25])[C:3]=1[C:4]([NH:6][CH2:7][C:8]1[CH:13]=[CH:12][C:11]([C:14]2[CH:19]=[CH:18][NH:17][C:16](=[O:20])[CH:15]=2)=[CH:10][CH:9]=1)=[O:5].[Cl:26][CH2:27]OC(Cl)=O.CN(C=O)C. (6) Given the product [CH3:40][C:41]([CH3:48])([CH2:46][C:45](=[O:47])[O:1][C@H:2]1[CH2:19][CH2:18][C@@:17]2([CH3:20])[C@@H:4]([CH2:5][CH2:6][C@:7]3([CH3:37])[C@@H:16]2[CH2:15][CH2:14][C@H:13]2[C@@:8]3([CH3:36])[CH2:9][CH2:10][C@@:11]3([C:28]([N:30]4[CH2:35][CH2:34][O:33][CH2:32][CH2:31]4)=[O:29])[CH2:23][CH2:22][C@@H:21]([C:24]4([CH3:27])[CH2:26][CH2:25]4)[C@@H:12]32)[C:3]1([CH3:39])[CH3:38])[C:42]([OH:44])=[O:43], predict the reactants needed to synthesize it. The reactants are: [OH:1][C@H:2]1[CH2:19][CH2:18][C@@:17]2([CH3:20])[C@@H:4]([CH2:5][CH2:6][C@:7]3([CH3:37])[C@@H:16]2[CH2:15][CH2:14][C@H:13]2[C@@:8]3([CH3:36])[CH2:9][CH2:10][C@@:11]3([C:28]([N:30]4[CH2:35][CH2:34][O:33][CH2:32][CH2:31]4)=[O:29])[CH2:23][CH2:22][C@@H:21]([C:24]4([CH3:27])[CH2:26][CH2:25]4)[C@@H:12]32)[C:3]1([CH3:39])[CH3:38].[CH3:40][C:41]1([CH3:48])[CH2:46][C:45](=[O:47])[O:44][C:42]1=[O:43]. (7) The reactants are: Br[C:2]1[NH:28][C:5]2[N:6]=[CH:7][C:8]3[CH2:13][N:12]([C:14]4[C:19]([F:20])=[C:18]([O:21][CH3:22])[CH:17]=[C:16]([O:23][CH3:24])[C:15]=4[F:25])[C:11](=[O:26])[N:10]([CH3:27])[C:9]=3[C:4]=2[CH:3]=1.CC1(C)C(C)(C)OB([C:37]2[CH2:38][CH2:39][O:40][CH2:41][CH:42]=2)O1.C(=O)([O-])[O-].[K+].[K+]. Given the product [F:25][C:15]1[C:16]([O:23][CH3:24])=[CH:17][C:18]([O:21][CH3:22])=[C:19]([F:20])[C:14]=1[N:12]1[CH2:13][C:8]2[CH:7]=[N:6][C:5]3[NH:28][C:2]([C:37]4[CH2:42][CH2:41][O:40][CH2:39][CH:38]=4)=[CH:3][C:4]=3[C:9]=2[N:10]([CH3:27])[C:11]1=[O:26], predict the reactants needed to synthesize it. (8) Given the product [C:32]1([CH3:40])[CH:33]=[CH:28][C:29]([S:34]([O:27][CH2:26][CH2:25][O:24][CH2:23][CH2:22][O:21][CH2:20][CH2:19][O:18][CH2:17][CH2:16][O:15][CH2:14][CH2:13][O:12][CH2:11][CH2:10][O:9][CH2:8][CH2:7][O:6][CH2:5][CH2:4][N:1]=[N+:2]=[N-:3])(=[O:35])=[O:36])=[CH:30][CH:31]=1, predict the reactants needed to synthesize it. The reactants are: [N:1]([CH2:4][CH2:5][O:6][CH2:7][CH2:8][O:9][CH2:10][CH2:11][O:12][CH2:13][CH2:14][O:15][CH2:16][CH2:17][O:18][CH2:19][CH2:20][O:21][CH2:22][CH2:23][O:24][CH2:25][CH2:26][OH:27])=[N+:2]=[N-:3].[C:28]1(C)[C:29]([S:34](Cl)(=[O:36])=[O:35])=[CH:30][CH:31]=[CH:32][CH:33]=1.N1C=CC=C[CH:40]=1. (9) The reactants are: [CH:1]([N:4]1[C:8]([C:9](=[O:11])[CH3:10])=[CH:7][N:6]=[C:5]1[CH2:12][CH3:13])([CH3:3])[CH3:2].[CH3:14][N:15]([CH:17]=O)[CH3:16].C[C:14]([N:15]([CH3:17])[CH3:16])=O. Given the product [CH3:14][N:15]([CH3:17])[CH:16]=[CH:10][C:9]([C:8]1[N:4]([CH:1]([CH3:3])[CH3:2])[C:5]([CH2:12][CH3:13])=[N:6][CH:7]=1)=[O:11], predict the reactants needed to synthesize it.